This data is from Catalyst prediction with 721,799 reactions and 888 catalyst types from USPTO. The task is: Predict which catalyst facilitates the given reaction. (1) Reactant: C(=O)([O-])[O-].[Cs+].[Cs+].[Cl:7][C:8]1[CH:9]=[C:10]([CH:22]=[CH:23][CH:24]=1)[C:11]([NH:13][C:14]1[CH:19]=[CH:18][C:17]([CH3:20])=[C:16]([OH:21])[CH:15]=1)=[O:12].[CH2:25]([O:27][C:28]([C:30]1[C:31]2[S:39][CH:38]=[C:37]([CH2:40]Br)[C:32]=2[C:33]([Cl:36])=[N:34][CH:35]=1)=[O:29])[CH3:26]. Product: [CH2:25]([O:27][C:28]([C:30]1[C:31]2[S:39][CH:38]=[C:37]([CH2:40][O:21][C:16]3[CH:15]=[C:14]([NH:13][C:11](=[O:12])[C:10]4[CH:22]=[CH:23][CH:24]=[C:8]([Cl:7])[CH:9]=4)[CH:19]=[CH:18][C:17]=3[CH3:20])[C:32]=2[C:33]([Cl:36])=[N:34][CH:35]=1)=[O:29])[CH3:26]. The catalyst class is: 213. (2) Reactant: Br[C:2]1[CH:7]=[C:6]([F:8])[C:5]([OH:9])=[C:4]([Cl:10])[CH:3]=1.[B:11]1([B:11]2[O:15][C:14]([CH3:17])([CH3:16])[C:13]([CH3:19])([CH3:18])[O:12]2)[O:15][C:14]([CH3:17])([CH3:16])[C:13]([CH3:19])([CH3:18])[O:12]1. Product: [Cl:10][C:4]1[CH:3]=[C:2]([B:11]2[O:15][C:14]([CH3:17])([CH3:16])[C:13]([CH3:19])([CH3:18])[O:12]2)[CH:7]=[C:6]([F:8])[C:5]=1[OH:9]. The catalyst class is: 140. (3) Reactant: Cl.[Cl:2][C:3]1[CH:8]=[CH:7][C:6]([CH:9]([NH:15]C(=O)OC(C)(C)C)[CH2:10][CH2:11][N:12]([CH3:14])[CH3:13])=[CH:5][CH:4]=1. Product: [Cl:2][C:3]1[CH:4]=[CH:5][C:6]([CH:9]([NH2:15])[CH2:10][CH2:11][N:12]([CH3:14])[CH3:13])=[CH:7][CH:8]=1. The catalyst class is: 61. (4) Reactant: C(OC(=O)[NH:7][C:8]1[CH:13]=[CH:12][C:11]([C:14]2[CH:19]=[CH:18][CH:17]=[CH:16][C:15]=2[F:20])=[CH:10][C:9]=1[NH:21][C:22](=[O:38])[CH2:23][C:24](=O)[C:25]1[CH:30]=[CH:29][CH:28]=[C:27]([C:31]2[CH:36]=[N:35][CH:34]=[CH:33][N:32]=2)[CH:26]=1)(C)(C)C.C(O)(C(F)(F)F)=O. Product: [F:20][C:15]1[CH:16]=[CH:17][CH:18]=[CH:19][C:14]=1[C:11]1[CH:12]=[CH:13][C:8]2[N:7]=[C:24]([C:25]3[CH:30]=[CH:29][CH:28]=[C:27]([C:31]4[CH:36]=[N:35][CH:34]=[CH:33][N:32]=4)[CH:26]=3)[CH2:23][C:22](=[O:38])[NH:21][C:9]=2[CH:10]=1. The catalyst class is: 2. (5) Reactant: Br[C:2]1[CH:7]=[C:6]([CH3:8])[CH:5]=[CH:4][C:3]=1[F:9].[Li]CCCC.B(F)(F)F.CCOCC.[CH2:24]([N:31]1[CH2:38][CH2:37][C:34]2([O:36][CH2:35]2)[CH2:33][CH2:32]1)[C:25]1[CH:30]=[CH:29][CH:28]=[CH:27][CH:26]=1. Product: [CH2:24]([N:31]1[CH2:38][CH2:37][C:34]([CH2:35][C:2]2[CH:7]=[C:6]([CH3:8])[CH:5]=[CH:4][C:3]=2[F:9])([OH:36])[CH2:33][CH2:32]1)[C:25]1[CH:26]=[CH:27][CH:28]=[CH:29][CH:30]=1. The catalyst class is: 1.